From a dataset of Forward reaction prediction with 1.9M reactions from USPTO patents (1976-2016). Predict the product of the given reaction. (1) The product is: [F:1][C:2]1[CH:14]=[C:13]([NH2:15])[CH:12]=[CH:11][C:3]=1[CH2:4][N:5]1[CH2:10][CH2:9][O:8][CH2:7][CH2:6]1. Given the reactants [F:1][C:2]1[CH:14]=[C:13]([N+:15]([O-])=O)[CH:12]=[CH:11][C:3]=1[CH2:4][N:5]1[CH2:10][CH2:9][O:8][CH2:7][CH2:6]1.O.NN, predict the reaction product. (2) Given the reactants [CH3:1][C@@H:2]([O:5][C:6]1[CH:7]=[CH:8][C:9]2[CH2:10][N:11](C(OC(C)(C)C)=O)[CH2:12][CH2:13][O:14][C:15]=2[N:16]=1)[CH2:3][CH3:4].[ClH:24].C(OCC)(=O)C, predict the reaction product. The product is: [ClH:24].[CH3:1][C@@H:2]([O:5][C:6]1[CH:7]=[CH:8][C:9]2[CH2:10][NH:11][CH2:12][CH2:13][O:14][C:15]=2[N:16]=1)[CH2:3][CH3:4].